Predict the product of the given reaction. From a dataset of Forward reaction prediction with 1.9M reactions from USPTO patents (1976-2016). (1) Given the reactants [CH:1]1[CH2:6][CH2:5][CH:4]=[CH:3][CH:2]=1.[CH3:7][CH2:8][CH2:9][CH2:10][SnH:11]([CH2:16][CH2:17][CH2:18][CH3:19])[CH2:12][CH2:13][CH2:14][CH3:15], predict the reaction product. The product is: [C:2]1([Sn:11]([CH2:12][CH2:13][CH2:14][CH3:15])([CH2:16][CH2:17][CH2:18][CH3:19])[CH2:10][CH2:9][CH2:8][CH3:7])[CH2:1][CH2:6][CH2:5][CH2:4][CH:3]=1. (2) Given the reactants [C:1]([O:5][C:6]([N:8]1[CH2:12][CH2:11][C@:10]([F:16])([C:13]([OH:15])=O)[CH2:9]1)=[O:7])([CH3:4])([CH3:3])[CH3:2].[CH3:17][O:18][C@@H:19]([C@@H:37]1[CH2:41][CH2:40][CH2:39][N:38]1[C:42](=[O:61])[CH2:43][C@@H:44]([O:59][CH3:60])[C@@H:45]([N:50]([CH3:58])[C:51](=[O:57])[C@H:52]([CH:54]([CH3:56])[CH3:55])[NH2:53])[C@@H:46]([CH3:49])[CH2:47][CH3:48])[C@@H:20]([CH3:36])[C:21]([NH:23][C@H:24]([C:32]([O:34][CH3:35])=[O:33])[CH2:25][C:26]1[CH:31]=[CH:30][CH:29]=[CH:28][CH:27]=1)=[O:22].C(N(C(C)C)CC)(C)C.CN(C(ON1N=NC2C=CC=NC1=2)=[N+](C)C)C.F[P-](F)(F)(F)(F)F, predict the reaction product. The product is: [C:1]([O:5][C:6]([N:8]1[CH2:12][CH2:11][C@@:10]([C:13]([NH:53][C@H:52]([C:51]([N:50]([CH3:58])[C@@H:45]([C@@H:46]([CH3:49])[CH2:47][CH3:48])[C@H:44]([O:59][CH3:60])[CH2:43][C:42]([N:38]2[CH2:39][CH2:40][CH2:41][C@H:37]2[C@H:19]([O:18][CH3:17])[C@@H:20]([CH3:36])[C:21]([NH:23][C@H:24]([C:32]([O:34][CH3:35])=[O:33])[CH2:25][C:26]2[CH:27]=[CH:28][CH:29]=[CH:30][CH:31]=2)=[O:22])=[O:61])=[O:57])[CH:54]([CH3:55])[CH3:56])=[O:15])([F:16])[CH2:9]1)=[O:7])([CH3:2])([CH3:3])[CH3:4]. (3) Given the reactants [Cl:1][C:2]1[C:3]([CH:31]=O)=[C:4]([C:27]([F:30])([F:29])[F:28])[CH:5]=[C:6]2[C:11]=1[NH:10][C:9](=[O:12])[N:8]([CH2:13][C:14]1[CH:19]=[C:18]([Cl:20])[CH:17]=[CH:16][C:15]=1[S:21]([CH2:24][CH3:25])(=[O:23])=[O:22])[C:7]2=[O:26].[C:33]([O:37][C:38](=[O:47])[NH:39][CH2:40][C@H:41]1[CH2:46][CH2:45][CH2:44][NH:43][CH2:42]1)([CH3:36])([CH3:35])[CH3:34], predict the reaction product. The product is: [C:33]([O:37][C:38](=[O:47])[NH:39][CH2:40][C@H:41]1[CH2:46][CH2:45][CH2:44][N:43]([CH2:31][C:3]2[C:2]([Cl:1])=[C:11]3[C:6]([C:7](=[O:26])[N:8]([CH2:13][C:14]4[CH:19]=[C:18]([Cl:20])[CH:17]=[CH:16][C:15]=4[S:21]([CH2:24][CH3:25])(=[O:23])=[O:22])[C:9](=[O:12])[NH:10]3)=[CH:5][C:4]=2[C:27]([F:29])([F:28])[F:30])[CH2:42]1)([CH3:36])([CH3:34])[CH3:35]. (4) Given the reactants Br[C:2]1[CH:3]=[CH:4][C:5]([NH:8][CH3:9])=[N:6][CH:7]=1.CC([O-])=O.[K+].[B:15]1([B:15]2[O:19][C:18]([CH3:21])([CH3:20])[C:17]([CH3:23])([CH3:22])[O:16]2)[O:19][C:18]([CH3:21])([CH3:20])[C:17]([CH3:23])([CH3:22])[O:16]1, predict the reaction product. The product is: [CH3:9][NH:8][C:5]1[CH:4]=[CH:3][C:2]([B:15]2[O:19][C:18]([CH3:21])([CH3:20])[C:17]([CH3:23])([CH3:22])[O:16]2)=[CH:7][N:6]=1.